Dataset: NCI-60 drug combinations with 297,098 pairs across 59 cell lines. Task: Regression. Given two drug SMILES strings and cell line genomic features, predict the synergy score measuring deviation from expected non-interaction effect. Synergy scores: CSS=1.11, Synergy_ZIP=-0.477, Synergy_Bliss=-0.365, Synergy_Loewe=-4.69, Synergy_HSA=-3.19. Cell line: MDA-MB-435. Drug 1: C1=CC(=CC=C1C#N)C(C2=CC=C(C=C2)C#N)N3C=NC=N3. Drug 2: CC1=C2C(C(=O)C3(C(CC4C(C3C(C(C2(C)C)(CC1OC(=O)C(C(C5=CC=CC=C5)NC(=O)OC(C)(C)C)O)O)OC(=O)C6=CC=CC=C6)(CO4)OC(=O)C)O)C)O.